This data is from Catalyst prediction with 721,799 reactions and 888 catalyst types from USPTO. The task is: Predict which catalyst facilitates the given reaction. (1) Reactant: [H-].[Na+].[Br:3][C:4]1[CH:9]=[CH:8][C:7]([CH2:10][CH2:11][OH:12])=[CH:6][CH:5]=1.[CH2:13](Br)[C:14]1[CH:19]=[CH:18][CH:17]=[CH:16][CH:15]=1. Product: [Br:3][C:4]1[CH:9]=[CH:8][C:7]([CH2:10][CH2:11][O:12][CH2:13][C:14]2[CH:19]=[CH:18][CH:17]=[CH:16][CH:15]=2)=[CH:6][CH:5]=1. The catalyst class is: 9. (2) Reactant: [F:1][C:2]1[CH:7]=[CH:6][C:5]([SH:8])=[CH:4][CH:3]=1.[C:9]1(=[O:13])[O:12][CH2:11][CH2:10]1.[H-].[Na+]. Product: [F:1][C:2]1[CH:7]=[CH:6][C:5]([S:8][CH2:11][CH2:10][C:9]([OH:13])=[O:12])=[CH:4][CH:3]=1. The catalyst class is: 1. (3) Reactant: [CH2:1]([O:3][C:4]([C:6]1[C:11]([NH2:12])=[CH:10][CH:9]=[C:8](Br)[N:7]=1)=[O:5])[CH3:2].[Cu][C:15]#[N:16]. Product: [CH2:1]([O:3][C:4]([C:6]1[C:11]([NH2:12])=[CH:10][CH:9]=[C:8]([C:15]#[N:16])[N:7]=1)=[O:5])[CH3:2]. The catalyst class is: 3. (4) Reactant: ClC(Cl)(Cl)C(=N)O[C@H:5]1[O:22][C@H:21]([CH2:23][O:24][C:25](=[O:27])[CH3:26])[C@@H:16]([O:17][C:18](=[O:20])[CH3:19])[C@H:11]([O:12][C:13](=[O:15])[CH3:14])[C@@H:6]1[O:7][C:8](=[O:10])[CH3:9].[Br:31][C:32]1[CH:37]=[CH:36][C:35]([OH:38])=[CH:34][C:33]=1[Cl:39].[Si](OS(C(F)(F)F)(=O)=O)(C)(C)C.C(O[C@H]1[C@@H](OC(=O)C)[C@H](OC(=O)C)[C@@H](COC(=O)C)O[C@@H]1OC1C=CC(Br)=CC=1Cl)(=O)C. Product: [C:8]([O:7][C@H:6]1[C@@H:11]([O:12][C:13](=[O:15])[CH3:14])[C@H:16]([O:17][C:18](=[O:20])[CH3:19])[C@@H:21]([CH2:23][O:24][C:25](=[O:27])[CH3:26])[O:22][C@@H:5]1[O:38][C:35]1[CH:36]=[CH:37][C:32]([Br:31])=[C:33]([Cl:39])[CH:34]=1)(=[O:10])[CH3:9]. The catalyst class is: 11. (5) Reactant: [CH3:1][C:2]([OH:6])([C:4]#[CH:5])[CH3:3].Br[C:8]1[CH:13]=[CH:12][C:11]([B:14]2[O:18][C:17]([CH3:20])([CH3:19])[C:16]([CH3:22])([CH3:21])[O:15]2)=[CH:10][CH:9]=1.C(N(CC)CC)C. Product: [CH3:1][C:2]([OH:6])([C:4]#[C:5][C:8]1[CH:13]=[CH:12][C:11]([B:14]2[O:18][C:17]([CH3:20])([CH3:19])[C:16]([CH3:22])([CH3:21])[O:15]2)=[CH:10][CH:9]=1)[CH3:3]. The catalyst class is: 233.